This data is from hERG potassium channel inhibition data for cardiac toxicity prediction from Karim et al.. The task is: Regression/Classification. Given a drug SMILES string, predict its toxicity properties. Task type varies by dataset: regression for continuous values (e.g., LD50, hERG inhibition percentage) or binary classification for toxic/non-toxic outcomes (e.g., AMES mutagenicity, cardiotoxicity, hepatotoxicity). Dataset: herg_karim. (1) The compound is CC1(c2cc(C(F)(F)F)cc(C(F)(F)F)c2)CCN([C@]2(c3ccccc3)CC[C@@H](N3CCN(c4ccccc4Cl)C(=O)C3)CC2)C1=O. The result is 1 (blocker). (2) The molecule is CC(C)c1ncc([C@H]2CC[C@@H](N3CC(NC(=O)CNc4nn(C)c5ccc(C(F)(F)F)cc45)C3)CC2)s1. The result is 0 (non-blocker).